This data is from Reaction yield outcomes from USPTO patents with 853,638 reactions. The task is: Predict the reaction yield, written as a fraction of the theoretical maximum amount of product (1.0 means a 100% yield; for example, 0.34 means a 34% yield). (1) The reactants are [F:1][C:2]1([F:32])[CH2:4][CH:3]1[CH2:5][O:6][C:7]1[CH:31]=[CH:30][C:10]([C:11]([NH:13][CH:14]([CH2:18][C:19]2[CH:24]=[CH:23][C:22]([O:25][C:26]([F:29])([F:28])[F:27])=[CH:21][CH:20]=2)[C:15](O)=[O:16])=[O:12])=[CH:9][CH:8]=1.[NH2:33][CH2:34][CH2:35][OH:36]. No catalyst specified. The product is [F:32][C:2]1([F:1])[CH2:4][CH:3]1[CH2:5][O:6][C:7]1[CH:8]=[CH:9][C:10]([C:11]([NH:13][CH:14]([CH2:18][C:19]2[CH:24]=[CH:23][C:22]([O:25][C:26]([F:29])([F:27])[F:28])=[CH:21][CH:20]=2)[C:15]([NH:33][CH2:34][CH2:35][OH:36])=[O:16])=[O:12])=[CH:30][CH:31]=1. The yield is 0.630. (2) The reactants are [Br:1][C:2]1[CH:9]=[CH:8][C:5]([CH2:6]Br)=[CH:4][CH:3]=1.C(N(CC)CC)C.[CH3:17][C:18]1([OH:24])[CH2:23][CH2:22][CH2:21][NH:20][CH2:19]1. The product is [Br:1][C:2]1[CH:9]=[CH:8][C:5]([CH2:6][N:20]2[CH2:21][CH2:22][CH2:23][C:18]([CH3:17])([OH:24])[CH2:19]2)=[CH:4][CH:3]=1. The catalyst is C1COCC1. The yield is 0.880. (3) The reactants are [C:1]([C:5]1[CH:10]=[CH:9][CH:8]=[CH:7][C:6]=1Br)([CH3:4])([CH3:3])[CH3:2].[CH2:12]([NH:16][CH2:17][CH2:18][CH2:19][CH3:20])[CH2:13][CH2:14][CH3:15].CC(C)([O-])C.[Na+]. No catalyst specified. The product is [CH2:12]([N:16]([CH2:17][CH2:18][CH2:19][CH3:20])[C:8]1[CH:9]=[CH:10][C:5]([C:1]([CH3:4])([CH3:3])[CH3:2])=[CH:6][CH:7]=1)[CH2:13][CH2:14][CH3:15]. The yield is 0.890. (4) The reactants are [NH:1]1[C:9]2[C:4](=[CH:5][CH:6]=[CH:7][CH:8]=2)[CH2:3][C:2]1=[O:10].[C:11](Cl)(=[O:13])[CH3:12].O. The catalyst is ClCCCl. The product is [C:11]([C:6]1[CH:5]=[C:4]2[C:9](=[CH:8][CH:7]=1)[NH:1][C:2](=[O:10])[CH2:3]2)(=[O:13])[CH3:12]. The yield is 0.730. (5) The reactants are [F:1][C:2]1[C:7]([NH:8][S:9]([N:12]2[CH2:16][CH2:15][CH2:14][CH2:13]2)(=[O:11])=[O:10])=[CH:6][CH:5]=[C:4]([F:17])[C:3]=1[NH:18][C:19]([C:21]1[CH:22]=[CH:23][CH:24]=[C:25]2[C:30]=1[N:29]=[CH:28][N:27]=[C:26]2[NH:31]CC1C=CC(OC)=CC=1OC)=[O:20]. The catalyst is C(O)(C(F)(F)F)=O. The product is [F:1][C:2]1[C:7]([NH:8][S:9]([N:12]2[CH2:13][CH2:14][CH2:15][CH2:16]2)(=[O:11])=[O:10])=[CH:6][CH:5]=[C:4]([F:17])[C:3]=1[NH:18][C:19]([C:21]1[CH:22]=[CH:23][CH:24]=[C:25]2[C:30]=1[N:29]=[CH:28][N:27]=[C:26]2[NH2:31])=[O:20]. The yield is 0.900. (6) The catalyst is O. The reactants are [NH2:1][C:2]1[N:6]([C:7]2[N:12]=[C:11]([N:13]3[CH2:18][CH2:17][O:16][CH2:15][CH2:14]3)[N:10]=[C:9]([N:19]3[CH2:24][CH2:23][O:22][CH2:21][CH2:20]3)[N:8]=2)[C:5]2[CH:25]=[CH:26][CH:27]=[CH:28][C:4]=2[N:3]=1.[H-].[Na+].CN(C=O)C.Cl[CH2:37][O:38][CH:39]=[O:40]. The product is [CH3:37][O:38][C:39]([NH:1][C:2]1[N:6]([C:7]2[N:8]=[C:9]([N:19]3[CH2:20][CH2:21][O:22][CH2:23][CH2:24]3)[N:10]=[C:11]([N:13]3[CH2:14][CH2:15][O:16][CH2:17][CH2:18]3)[N:12]=2)[C:5]2[CH:25]=[CH:26][CH:27]=[CH:28][C:4]=2[N:3]=1)=[O:40]. The yield is 0.460. (7) The reactants are Br[CH2:2][C:3]1[CH:8]=[CH:7][C:6]([NH:9][C:10](=[O:26])[CH2:11][C:12]([CH3:25])([C:14]2[C:19](=[O:20])[C:18]([CH3:21])=[C:17]([CH3:22])[C:16](=[O:23])[C:15]=2[CH3:24])[CH3:13])=[CH:5][CH:4]=1.[OH:27][C:28]1[CH:38]=[CH:37][C:31]2[N:32]=[C:33]([C:35]#[N:36])[S:34][C:30]=2[CH:29]=1.N1C(C)=CC(C)=CC=1C. The catalyst is C1COCC1. The product is [C:35]([C:33]1[S:34][C:30]2[CH:29]=[C:28]([O:27][CH2:2][C:3]3[CH:8]=[CH:7][C:6]([NH:9][C:10](=[O:26])[CH2:11][C:12]([CH3:25])([C:14]4[C:19](=[O:20])[C:18]([CH3:21])=[C:17]([CH3:22])[C:16](=[O:23])[C:15]=4[CH3:24])[CH3:13])=[CH:5][CH:4]=3)[CH:38]=[CH:37][C:31]=2[N:32]=1)#[N:36]. The yield is 0.400. (8) The reactants are CC1(C)C(C)(C)OB([C:9]2[CH:10]=[C:11]([N:15]3[C:27]4[CH:26]=[CH:25][CH:24]=[CH:23][C:22]=4[C:21]4[C:16]3=[CH:17][CH:18]=[CH:19][CH:20]=4)[CH:12]=[CH:13][CH:14]=2)O1.Br[C:30]1[CH:31]=[C:32]([C:36]2[N:40]([C:41]3[CH:46]=[CH:45][CH:44]=[CH:43][CH:42]=3)[C:39]3[CH:47]=[CH:48][CH:49]=[CH:50][C:38]=3[N:37]=2)[CH:33]=[N:34][CH:35]=1.C(=O)([O-])[O-].[Na+].[Na+]. The catalyst is O1CCCC1. The product is [C:41]1([N:40]2[C:39]3[CH:47]=[CH:48][CH:49]=[CH:50][C:38]=3[N:37]=[C:36]2[C:32]2[CH:31]=[C:30]([C:13]3[CH:12]=[C:11]([N:15]4[C:16]5[CH:17]=[CH:18][CH:19]=[CH:20][C:21]=5[C:22]5[C:27]4=[CH:26][CH:25]=[CH:24][CH:23]=5)[CH:10]=[CH:9][CH:14]=3)[CH:35]=[N:34][CH:33]=2)[CH:46]=[CH:45][CH:44]=[CH:43][CH:42]=1. The yield is 0.560. (9) The product is [C:21]([C:20]1[CH:23]=[C:16]([NH:15][C:3]([C:4]2[C:8]([NH:9][CH2:10][CH2:11][O:12][CH3:13])=[N:7][O:6][N:5]=2)=[N:2][OH:1])[CH:17]=[CH:18][C:19]=1[F:24])#[N:22]. The reactants are [OH:1][N:2]=[C:3](Cl)[C:4]1[C:8]([NH:9][CH2:10][CH2:11][O:12][CH3:13])=[N:7][O:6][N:5]=1.[NH2:15][C:16]1[CH:17]=[CH:18][C:19]([F:24])=[C:20]([CH:23]=1)[C:21]#[N:22]. The yield is 1.00. No catalyst specified.